Task: Regression/Classification. Given a drug SMILES string, predict its absorption, distribution, metabolism, or excretion properties. Task type varies by dataset: regression for continuous measurements (e.g., permeability, clearance, half-life) or binary classification for categorical outcomes (e.g., BBB penetration, CYP inhibition). Dataset: cyp2c19_veith.. Dataset: CYP2C19 inhibition data for predicting drug metabolism from PubChem BioAssay The molecule is O=C1c2ccccc2C(=O)N1CCSC(=S)N1CCOCC1. The result is 1 (inhibitor).